Dataset: Full USPTO retrosynthesis dataset with 1.9M reactions from patents (1976-2016). Task: Predict the reactants needed to synthesize the given product. Given the product [C:9]([CH2:8][C:4]1[CH:3]=[C:2]([NH:1][C:20]([NH:19][C:14]2[CH:15]=[CH:16][CH:17]=[CH:18][C:13]=2[Br:12])=[O:21])[CH:7]=[CH:6][CH:5]=1)([OH:11])=[O:10], predict the reactants needed to synthesize it. The reactants are: [NH2:1][C:2]1[CH:3]=[C:4]([CH2:8][C:9]([OH:11])=[O:10])[CH:5]=[CH:6][CH:7]=1.[Br:12][C:13]1[CH:18]=[CH:17][CH:16]=[CH:15][C:14]=1[N:19]=[C:20]=[O:21].